From a dataset of NCI-60 drug combinations with 297,098 pairs across 59 cell lines. Regression. Given two drug SMILES strings and cell line genomic features, predict the synergy score measuring deviation from expected non-interaction effect. (1) Drug 1: CC1C(C(CC(O1)OC2CC(OC(C2O)C)OC3=CC4=CC5=C(C(=O)C(C(C5)C(C(=O)C(C(C)O)O)OC)OC6CC(C(C(O6)C)O)OC7CC(C(C(O7)C)O)OC8CC(C(C(O8)C)O)(C)O)C(=C4C(=C3C)O)O)O)O. Drug 2: CCCCC(=O)OCC(=O)C1(CC(C2=C(C1)C(=C3C(=C2O)C(=O)C4=C(C3=O)C=CC=C4OC)O)OC5CC(C(C(O5)C)O)NC(=O)C(F)(F)F)O. Cell line: RPMI-8226. Synergy scores: CSS=71.9, Synergy_ZIP=6.52, Synergy_Bliss=5.76, Synergy_Loewe=-12.0, Synergy_HSA=6.06. (2) Drug 1: C(=O)(N)NO. Drug 2: C1=NNC2=C1C(=O)NC=N2. Cell line: SNB-19. Synergy scores: CSS=5.41, Synergy_ZIP=-2.23, Synergy_Bliss=0.459, Synergy_Loewe=1.49, Synergy_HSA=1.59. (3) Drug 1: C1CN1P(=S)(N2CC2)N3CC3. Drug 2: CC1C(C(CC(O1)OC2CC(CC3=C2C(=C4C(=C3O)C(=O)C5=CC=CC=C5C4=O)O)(C(=O)C)O)N)O. Cell line: SNB-75. Synergy scores: CSS=53.7, Synergy_ZIP=-2.62, Synergy_Bliss=0.359, Synergy_Loewe=-3.54, Synergy_HSA=6.82. (4) Drug 1: CC12CCC3C(C1CCC2=O)CC(=C)C4=CC(=O)C=CC34C. Drug 2: CN1C2=C(C=C(C=C2)N(CCCl)CCCl)N=C1CCCC(=O)O.Cl. Cell line: T-47D. Synergy scores: CSS=26.6, Synergy_ZIP=-5.08, Synergy_Bliss=-1.16, Synergy_Loewe=-2.29, Synergy_HSA=-0.529. (5) Drug 1: C1CN1C2=NC(=NC(=N2)N3CC3)N4CC4. Drug 2: C1CNP(=O)(OC1)N(CCCl)CCCl. Cell line: IGROV1. Synergy scores: CSS=19.8, Synergy_ZIP=-7.05, Synergy_Bliss=-2.97, Synergy_Loewe=-31.8, Synergy_HSA=-3.15. (6) Drug 1: CC1C(C(CC(O1)OC2CC(CC3=C2C(=C4C(=C3O)C(=O)C5=C(C4=O)C(=CC=C5)OC)O)(C(=O)CO)O)N)O.Cl. Drug 2: CC1C(C(CC(O1)OC2CC(CC3=C2C(=C4C(=C3O)C(=O)C5=C(C4=O)C(=CC=C5)OC)O)(C(=O)C)O)N)O.Cl. Cell line: M14. Synergy scores: CSS=4.53, Synergy_ZIP=7.98, Synergy_Bliss=8.86, Synergy_Loewe=-26.4, Synergy_HSA=-2.70.